This data is from Reaction yield outcomes from USPTO patents with 853,638 reactions. The task is: Predict the reaction yield, written as a fraction of the theoretical maximum amount of product (1.0 means a 100% yield; for example, 0.34 means a 34% yield). (1) The reactants are [H-].[H-].[H-].[H-].[Li+].[Al+3].[Br:7][C:8]1[CH:9]=[C:10]([O:19][CH:20]([CH3:22])[CH3:21])[C:11]([CH3:18])=[C:12]([CH:17]=1)[C:13](OC)=[O:14]. The catalyst is C1COCC1. The product is [Br:7][C:8]1[CH:9]=[C:10]([O:19][CH:20]([CH3:22])[CH3:21])[C:11]([CH3:18])=[C:12]([CH2:13][OH:14])[CH:17]=1. The yield is 0.740. (2) The reactants are [CH:1]([C:3]1[CH:20]=[CH:19][C:6]2[S:7][C:8](B3OC(C)(C)C(C)(C)O3)=[CH:9][C:5]=2[CH:4]=1)=[O:2].I[C:22]1[C:30]2[C:25](=[N:26][CH:27]=[N:28][C:29]=2[NH2:31])[N:24]([CH:32]([CH3:34])[CH3:33])[N:23]=1.C([O-])([O-])=O.[Na+].[Na+]. The catalyst is CCO.COCCOC.C1C=CC([P]([Pd]([P](C2C=CC=CC=2)(C2C=CC=CC=2)C2C=CC=CC=2)([P](C2C=CC=CC=2)(C2C=CC=CC=2)C2C=CC=CC=2)[P](C2C=CC=CC=2)(C2C=CC=CC=2)C2C=CC=CC=2)(C2C=CC=CC=2)C2C=CC=CC=2)=CC=1. The product is [NH2:31][C:29]1[N:28]=[CH:27][N:26]=[C:25]2[N:24]([CH:32]([CH3:34])[CH3:33])[N:23]=[C:22]([C:8]3[S:7][C:6]4[CH:19]=[CH:20][C:3]([CH:1]=[O:2])=[CH:4][C:5]=4[CH:9]=3)[C:30]=12. The yield is 0.450. (3) The reactants are FC(F)(F)S(O/[C:7](/[C:10]1[CH:11]=[N:12][C:13]([F:16])=[CH:14][CH:15]=1)=[CH:8]\[CH3:9])(=O)=O.[F:19][C:20]1[CH:21]=[N:22][CH:23]=[C:24]([C:43]=1[CH3:44])[C:25]([NH:27][C:28]1[CH:33]=[CH:32][C:31](B2OC(C)(C)C(C)(C)O2)=[CH:30][N:29]=1)=[O:26].C(=O)([O-])[O-].[K+].[K+]. The catalyst is C1COCC1. The product is [F:19][C:20]1[CH:21]=[N:22][CH:23]=[C:24]([C:43]=1[CH3:44])[C:25]([NH:27][C:28]1[CH:33]=[CH:32][C:31](/[C:7](/[C:10]2[CH:11]=[N:12][C:13]([F:16])=[CH:14][CH:15]=2)=[CH:8]\[CH3:9])=[CH:30][N:29]=1)=[O:26]. The yield is 0.430. (4) The reactants are Cl[CH2:2][CH2:3][CH2:4][CH2:5][CH:6]([C:18]1[NH:22][N:21]=[C:20]([NH:23][C:24]2[CH:29]=[CH:28][C:27]([N:30]3[CH:34]=[C:33]([Cl:35])[N:32]=[CH:31]3)=[C:26]([O:36][CH3:37])[CH:25]=2)[N:19]=1)[C:7]1[CH:12]=[CH:11][C:10]([O:13][CH2:14][CH:15]([F:17])[F:16])=[CH:9][CH:8]=1.[I-].[Na+]. The catalyst is CC(C)=O. The product is [Cl:35][C:33]1[N:32]=[CH:31][N:30]([C:27]2[CH:28]=[CH:29][C:24]([NH:23][C:20]3[N:19]=[C:18]4[CH:6]([C:7]5[CH:12]=[CH:11][C:10]([O:13][CH2:14][CH:15]([F:17])[F:16])=[CH:9][CH:8]=5)[CH2:5][CH2:4][CH2:3][CH2:2][N:22]4[N:21]=3)=[CH:25][C:26]=2[O:36][CH3:37])[CH:34]=1. The yield is 0.200. (5) The reactants are C[O:2][C:3]([C:5]1([CH2:18][C:19]2[CH:24]=[CH:23][C:22]([Cl:25])=[CH:21][CH:20]=2)[CH2:10][CH2:9][N:8]([C:11]([O:13][C:14]([CH3:17])([CH3:16])[CH3:15])=[O:12])[CH2:7][CH2:6]1)=[O:4].O.[OH-].[Li+].Cl. The catalyst is O1CCOCC1.CO.O. The product is [C:14]([O:13][C:11]([N:8]1[CH2:7][CH2:6][C:5]([CH2:18][C:19]2[CH:24]=[CH:23][C:22]([Cl:25])=[CH:21][CH:20]=2)([C:3]([OH:4])=[O:2])[CH2:10][CH2:9]1)=[O:12])([CH3:17])([CH3:15])[CH3:16]. The yield is 1.00. (6) The reactants are [NH2:1][C@H:2]([CH3:28])[CH2:3][N:4]1[C:8]2=[N:9][CH:10]=[N:11][C:12]([NH2:13])=[C:7]2[C:6]([C:14]2[CH:19]=[CH:18][C:17]([O:20][C:21]3[CH:26]=[CH:25][CH:24]=[CH:23][CH:22]=3)=[CH:16][C:15]=2[F:27])=[N:5]1.[C:29]([CH2:31][C:32](O)=[O:33])#[N:30].CN(C(ON1N=NC2C=CC=NC1=2)=[N+](C)C)C.F[P-](F)(F)(F)(F)F. The catalyst is CN(C=O)C. The product is [NH2:13][C:12]1[N:11]=[CH:10][N:9]=[C:8]2[N:4]([CH2:3][C@H:2]([NH:1][C:32](=[O:33])[CH2:31][C:29]#[N:30])[CH3:28])[N:5]=[C:6]([C:14]3[CH:19]=[CH:18][C:17]([O:20][C:21]4[CH:22]=[CH:23][CH:24]=[CH:25][CH:26]=4)=[CH:16][C:15]=3[F:27])[C:7]=12. The yield is 0.980. (7) The reactants are [OH:1][CH2:2][C:3]#[C:4][C:5]1[CH:6]=[C:7]([S:11]([NH:14][C:15]2[CH:20]=[CH:19][CH:18]=[CH:17][CH:16]=2)(=[O:13])=[O:12])[CH:8]=[CH:9][CH:10]=1. The catalyst is CC(OI1(OC(C)=O)(OC(C)=O)OC(=O)C2C=CC=CC1=2)=O.C(Cl)Cl. The product is [O:1]=[CH:2][C:3]#[C:4][C:5]1[CH:6]=[C:7]([S:11]([NH:14][C:15]2[CH:16]=[CH:17][CH:18]=[CH:19][CH:20]=2)(=[O:13])=[O:12])[CH:8]=[CH:9][CH:10]=1. The yield is 0.720.